From a dataset of Forward reaction prediction with 1.9M reactions from USPTO patents (1976-2016). Predict the product of the given reaction. (1) The product is: [CH:10]1[CH:11]=[C:12]2[CH:13]=[CH:14][C:15]([OH:19])=[C:16]([C:16]3[C:17]4[C:12](=[CH:11][CH:10]=[CH:9][CH:18]=4)[CH:13]=[CH:14][C:15]=3[OH:19])[C:17]2=[CH:18][CH:9]=1. Given the reactants C(O[C:9]1[CH:18]=[C:17]2[C:12]([CH:13]=[CH:14][C:15]([OH:19])=[CH:16]2)=[CH:11][CH:10]=1)C1C=CC=CC=1, predict the reaction product. (2) Given the reactants C[C:2]([O-:5])(C)C.[K+].[C:7]([CH2:9][CH:10]1[CH2:15][CH2:14][N:13]([C:16]([O:18][C:19]([CH3:22])([CH3:21])[CH3:20])=[O:17])[CH2:12][CH2:11]1)#[N:8].C(OCC)=O.O, predict the reaction product. The product is: [C:7]([CH:9]([CH:10]1[CH2:11][CH2:12][N:13]([C:16]([O:18][C:19]([CH3:22])([CH3:21])[CH3:20])=[O:17])[CH2:14][CH2:15]1)[CH:2]=[O:5])#[N:8]. (3) The product is: [Cl:20][C:21]1[CH:29]=[C:25]([C:26]([NH:14][C:12]2[S:13][C:9]([C:7]([CH:4]3[CH2:5][CH2:6][O:1][CH2:2][CH2:3]3)=[O:8])=[C:10]([C:15]3[CH:19]=[CH:18][O:17][CH:16]=3)[N:11]=2)=[O:27])[CH:24]=[CH:23][N:22]=1. Given the reactants [O:1]1[CH2:6][CH2:5][CH:4]([C:7]([C:9]2[S:13][C:12]([NH2:14])=[N:11][C:10]=2[C:15]2[CH:19]=[CH:18][O:17][CH:16]=2)=[O:8])[CH2:3][CH2:2]1.[Cl:20][C:21]1[N:22]=[CH:23][CH:24]=[C:25]([CH:29]=1)[C:26](Cl)=[O:27], predict the reaction product. (4) Given the reactants [CH3:1][O:2][C:3]([C@@:5]1([F:29])[C@H:7]([C:8]2[CH:13]=[CH:12][C:11](B3OC(C)(C)C(C)(C)O3)=[CH:10][CH:9]=2)[C@H:6]1[C:23]1[CH:28]=[CH:27][CH:26]=[CH:25][CH:24]=1)=[O:4].Cl[C:31]1[N:36]=[CH:35][C:34]([O:37][CH:38]([F:40])[F:39])=[CH:33][N:32]=1.C([O-])([O-])=O.[Cs+].[Cs+], predict the reaction product. The product is: [F:39][CH:38]([F:40])[O:37][C:34]1[CH:33]=[N:32][C:31]([C:11]2[CH:10]=[CH:9][C:8]([C@@H:7]3[C@@H:6]([C:23]4[CH:28]=[CH:27][CH:26]=[CH:25][CH:24]=4)[C@@:5]3([F:29])[C:3]([O:2][CH3:1])=[O:4])=[CH:13][CH:12]=2)=[N:36][CH:35]=1. (5) Given the reactants NC1(C2C=CC(C3C(=O)C4C(=CC=C(F)C=4)OC=3C3C=CC=CC=3)=CC=2)CCC1.C(OC(=O)[NH:36][C:37]1([C:41]2[CH:46]=[CH:45][C:44]([C:47]3[C:56](=[O:57])[C:55]4[C:50](=[CH:51][C:52]([Br:58])=[CH:53][CH:54]=4)[O:49][C:48]=3[C:59]3[CH:64]=[CH:63][CH:62]=[CH:61][CH:60]=3)=[CH:43][CH:42]=2)[CH2:40][CH2:39][CH2:38]1)(C)(C)C, predict the reaction product. The product is: [NH2:36][C:37]1([C:41]2[CH:42]=[CH:43][C:44]([C:47]3[C:56](=[O:57])[C:55]4[C:50](=[CH:51][C:52]([Br:58])=[CH:53][CH:54]=4)[O:49][C:48]=3[C:59]3[CH:64]=[CH:63][CH:62]=[CH:61][CH:60]=3)=[CH:45][CH:46]=2)[CH2:38][CH2:39][CH2:40]1. (6) Given the reactants Cl.[Cl:2][C:3]1[CH:4]=[C:5]([CH:24]=[CH:25][C:26]=1[O:27][CH3:28])[CH2:6][N:7]1[C:15]2[C:10](=[CH:11][CH:12]=[C:13]([C:16]#[N:17])[CH:14]=2)[C:9]([CH:18]2[CH2:23][CH2:22][NH:21][CH2:20][CH2:19]2)=[CH:8]1.[CH:29](Cl)(Cl)Cl, predict the reaction product. The product is: [Cl:2][C:3]1[CH:4]=[C:5]([CH:24]=[CH:25][C:26]=1[O:27][CH3:28])[CH2:6][N:7]1[C:15]2[C:10](=[CH:11][CH:12]=[C:13]([C:16]#[N:17])[CH:14]=2)[C:9]([CH:18]2[CH2:19][CH2:20][N:21]([CH3:29])[CH2:22][CH2:23]2)=[CH:8]1. (7) Given the reactants I[CH:2]1[CH2:7][CH2:6][N:5]([C:8]([O:10][C:11]([CH3:14])([CH3:13])[CH3:12])=[O:9])[CH2:4][CH2:3]1.[F:15][C:16]([F:28])([F:27])[C:17]1[CH:21]=[C:20]([C:22]([O:24][CH2:25][CH3:26])=[O:23])[NH:19][N:18]=1.C(=O)([O-])[O-].[K+].[K+].O, predict the reaction product. The product is: [CH2:25]([O:24][C:22]([C:20]1[N:19]([CH:2]2[CH2:7][CH2:6][N:5]([C:8]([O:10][C:11]([CH3:14])([CH3:13])[CH3:12])=[O:9])[CH2:4][CH2:3]2)[N:18]=[C:17]([C:16]([F:27])([F:28])[F:15])[CH:21]=1)=[O:23])[CH3:26].